From a dataset of Full USPTO retrosynthesis dataset with 1.9M reactions from patents (1976-2016). Predict the reactants needed to synthesize the given product. (1) Given the product [CH2:14]([O:13][C:11]1[CH:10]=[CH:9][C:3]([C:4]([O:6][CH2:7][CH3:8])=[O:5])=[C:2]([CH2:17][CH2:18][CH3:19])[N:12]=1)[CH3:15], predict the reactants needed to synthesize it. The reactants are: Cl[C:2]1[N:12]=[C:11]([O:13][CH2:14][CH3:15])[CH:10]=[CH:9][C:3]=1[C:4]([O:6][CH2:7][CH3:8])=[O:5].[Br-].[CH2:17]([Zn+])[CH2:18][CH3:19]. (2) Given the product [CH:10]1([O:1][C:2]2[CH:9]=[CH:8][C:5]([C:6]#[N:7])=[CH:4][CH:3]=2)[CH2:16][CH2:15][CH2:14][CH2:13][CH2:12][CH2:11]1, predict the reactants needed to synthesize it. The reactants are: [OH:1][C:2]1[CH:9]=[CH:8][C:5]([C:6]#[N:7])=[CH:4][CH:3]=1.[CH:10]1(O)[CH2:16][CH2:15][CH2:14][CH2:13][CH2:12][CH2:11]1.C(P(CCCC)CCCC)CCC.N1CCCCC1.N1CCCCC1.N(C(O)=O)=NC(O)=O. (3) Given the product [CH3:25][O:24][C:21]1[CH:20]=[CH:19][C:18]([CH2:17][N:10]2[C:9]([N:8]([CH2:7][C:6]3[CH:5]=[CH:4][C:3]([O:2][CH3:1])=[CH:36][CH:35]=3)[CH2:26][C:27]3[CH:32]=[CH:31][C:30]([O:33][CH3:34])=[CH:29][CH:28]=3)=[N:13][C:12]([NH2:14])=[N:11]2)=[CH:23][CH:22]=1, predict the reactants needed to synthesize it. The reactants are: [CH3:1][O:2][C:3]1[CH:36]=[CH:35][C:6]([CH2:7][N:8]([CH2:26][C:27]2[CH:32]=[CH:31][C:30]([O:33][CH3:34])=[CH:29][CH:28]=2)[C:9]2[N:10]([CH2:17][C:18]3[CH:23]=[CH:22][C:21]([O:24][CH3:25])=[CH:20][CH:19]=3)[N:11]=[C:12]([N+:14]([O-])=O)[N:13]=2)=[CH:5][CH:4]=1.[NH4+].[Cl-]. (4) Given the product [CH3:42][C:40]1[C:39]2[C:34](=[CH:35][CH:36]=[CH:37][CH:38]=2)[N:33]=[C:32]([CH2:31][N:4]2[C:5](=[O:16])[C:6]3[N:7]([CH2:12][C:13]#[C:14][CH3:15])[C:8]([Br:11])=[N:9][C:10]=3[N:2]([CH3:1])[C:3]2=[O:17])[N:41]=1, predict the reactants needed to synthesize it. The reactants are: [CH3:1][N:2]1[C:10]2[N:9]=[C:8]([Br:11])[N:7]([CH2:12][C:13]#[C:14][CH3:15])[C:6]=2[C:5](=[O:16])[NH:4][C:3]1=[O:17].CN(C)C(=O)C.C(=O)([O-])[O-].[K+].[K+].Cl[CH2:31][C:32]1[N:41]=[C:40]([CH3:42])[C:39]2[C:34](=[CH:35][CH:36]=[CH:37][CH:38]=2)[N:33]=1. (5) Given the product [Br:1][C:2]1[C:3]([CH2:11][O:21][C:16]2[CH:17]=[CH:18][C:19]([Cl:20])=[C:14]([Cl:13])[CH:15]=2)=[CH:4][C:5]([F:10])=[C:6]([CH:9]=1)[C:7]#[N:8], predict the reactants needed to synthesize it. The reactants are: [Br:1][C:2]1[C:3]([CH2:11]Br)=[CH:4][C:5]([F:10])=[C:6]([CH:9]=1)[C:7]#[N:8].[Cl:13][C:14]1[CH:15]=[C:16]([OH:21])[CH:17]=[CH:18][C:19]=1[Cl:20].C(=O)([O-])[O-].[K+].[K+].